Dataset: Full USPTO retrosynthesis dataset with 1.9M reactions from patents (1976-2016). Task: Predict the reactants needed to synthesize the given product. (1) Given the product [C:1]([O:5][C:6](=[O:23])[N:7]([C:8]1[CH:9]=[C:10]2[C:15](=[CH:16][CH:17]=1)[C:14]([Br:18])=[N:13][N:12]([CH:19]([CH3:20])[CH3:21])[C:11]2=[O:22])[CH2:27][CH2:28][N:33]([CH3:34])[CH3:32])([CH3:2])([CH3:4])[CH3:3], predict the reactants needed to synthesize it. The reactants are: [C:1]([O:5][C:6](=[O:23])[NH:7][C:8]1[CH:9]=[C:10]2[C:15](=[CH:16][CH:17]=1)[C:14]([Br:18])=[N:13][N:12]([CH:19]([CH3:21])[CH3:20])[C:11]2=[O:22])([CH3:4])([CH3:3])[CH3:2].[H-].[Na+].Br[CH2:27][CH2:28]OC.O.[CH3:32][N:33](C=O)[CH3:34]. (2) Given the product [F:11][C:12]1[CH:13]=[C:14]([C:18]2[C:19]([CH:28]([NH:30][C:2]3[N:10]=[CH:9][N:8]=[C:7]4[C:3]=3[N:4]=[CH:5][NH:6]4)[CH3:29])=[CH:20][CH:21]=[C:22]3[C:27]=2[N:26]=[CH:25][CH:24]=[CH:23]3)[CH:15]=[N:16][CH:17]=1, predict the reactants needed to synthesize it. The reactants are: Br[C:2]1[N:10]=[CH:9][N:8]=[C:7]2[C:3]=1[N:4]=[CH:5][NH:6]2.[F:11][C:12]1[CH:13]=[C:14]([C:18]2[C:19]([CH:28]([NH2:30])[CH3:29])=[CH:20][CH:21]=[C:22]3[C:27]=2[N:26]=[CH:25][CH:24]=[CH:23]3)[CH:15]=[N:16][CH:17]=1.C(N(CC)C(C)C)(C)C. (3) Given the product [NH2:3][C:4]1[C:8]([NH:9][C:26]([NH:25][C:19]2[C:20]([Cl:24])=[CH:21][CH:22]=[CH:23][C:18]=2[Cl:17])=[S:27])=[C:7]([CH3:10])[S:6][C:5]=1[CH3:11], predict the reactants needed to synthesize it. The reactants are: Cl.Cl.[NH2:3][C:4]1[C:8]([NH2:9])=[C:7]([CH3:10])[S:6][C:5]=1[CH3:11].C1COCC1.[Cl:17][C:18]1[CH:23]=[CH:22][CH:21]=[C:20]([Cl:24])[C:19]=1[N:25]=[C:26]=[S:27].